From a dataset of Forward reaction prediction with 1.9M reactions from USPTO patents (1976-2016). Predict the product of the given reaction. (1) Given the reactants [CH3:1][O:2][C:3]1[CH:8]=[CH:7][C:6]([C:9]2[C:13]3[C:14](=O)[NH:15][CH:16]=[CH:17][C:12]=3[O:11][C:10]=2[C:19]2[CH:24]=[CH:23][CH:22]=[CH:21][CH:20]=2)=[CH:5][CH:4]=1.P(Cl)(Cl)([Cl:27])=O.C(=O)([O-])[O-].[Na+].[Na+].[OH-].[Na+], predict the reaction product. The product is: [Cl:27][C:14]1[C:13]2[C:9]([C:6]3[CH:7]=[CH:8][C:3]([O:2][CH3:1])=[CH:4][CH:5]=3)=[C:10]([C:19]3[CH:24]=[CH:23][CH:22]=[CH:21][CH:20]=3)[O:11][C:12]=2[CH:17]=[CH:16][N:15]=1. (2) Given the reactants C([N:4]1[CH:12]=[N:11][C:10]2[C:5]1=[N:6][C:7](N)=[N:8][C:9]=2[Cl:13])(=O)C.N(OCCC(C)C)=O.[Cl:23][Si](C)(C)C, predict the reaction product. The product is: [Cl:23][C:7]1[N:6]=[C:5]2[C:10]([NH:11][CH:12]=[N:4]2)=[C:9]([Cl:13])[N:8]=1. (3) Given the reactants C([O:3][C:4](=[O:34])[CH2:5][O:6][C:7]1[CH:12]=[CH:11][C:10]([S:13][C:14]2[CH:19]=[CH:18][C:17]([CH2:20][O:21][C:22]3[CH:27]=[CH:26][C:25]([C:28]([F:31])([F:30])[F:29])=[CH:24][CH:23]=3)=[CH:16][C:15]=2[Cl:32])=[CH:9][C:8]=1[CH3:33])C.[OH-].[Na+].Cl, predict the reaction product. The product is: [Cl:32][C:15]1[CH:16]=[C:17]([CH2:20][O:21][C:22]2[CH:27]=[CH:26][C:25]([C:28]([F:30])([F:29])[F:31])=[CH:24][CH:23]=2)[CH:18]=[CH:19][C:14]=1[S:13][C:10]1[CH:11]=[CH:12][C:7]([O:6][CH2:5][C:4]([OH:34])=[O:3])=[C:8]([CH3:33])[CH:9]=1. (4) Given the reactants [C:1]([O:5][C:6](=[O:20])[NH:7][CH2:8][C:9]1[CH:14]=[CH:13][C:12]([Cl:15])=[C:11]([N:16]=[C:17]=S)[C:10]=1[Cl:19])([CH3:4])([CH3:3])[CH3:2].[NH2:21][C:22]1[C:23]([NH2:46])=[N:24][C:25]([O:41][CH2:42][CH:43]([F:45])[F:44])=[C:26]([CH:40]=1)[C:27]([NH:29][C@H:30]1[CH2:35][CH2:34][C@H:33]([C:36]([F:39])([F:38])[F:37])[CH2:32][CH2:31]1)=[O:28].C(Cl)CCl, predict the reaction product. The product is: [C:1]([O:5][C:6](=[O:20])[NH:7][CH2:8][C:9]1[CH:14]=[CH:13][C:12]([Cl:15])=[C:11]([NH:16][C:17]2[NH:46][C:23]3=[N:24][C:25]([O:41][CH2:42][CH:43]([F:45])[F:44])=[C:26]([C:27](=[O:28])[NH:29][C@H:30]4[CH2:31][CH2:32][C@H:33]([C:36]([F:38])([F:37])[F:39])[CH2:34][CH2:35]4)[CH:40]=[C:22]3[N:21]=2)[C:10]=1[Cl:19])([CH3:4])([CH3:3])[CH3:2].